Task: Regression. Given two drug SMILES strings and cell line genomic features, predict the synergy score measuring deviation from expected non-interaction effect.. Dataset: NCI-60 drug combinations with 297,098 pairs across 59 cell lines (1) Drug 1: C1CN1C2=NC(=NC(=N2)N3CC3)N4CC4. Drug 2: C1CCC(CC1)NC(=O)N(CCCl)N=O. Cell line: A549. Synergy scores: CSS=32.2, Synergy_ZIP=-4.57, Synergy_Bliss=-1.25, Synergy_Loewe=-14.0, Synergy_HSA=0.0576. (2) Drug 1: C1CC(C1)(C(=O)O)C(=O)O.[NH2-].[NH2-].[Pt+2]. Drug 2: C1CN1C2=NC(=NC(=N2)N3CC3)N4CC4. Cell line: HOP-92. Synergy scores: CSS=30.1, Synergy_ZIP=-8.85, Synergy_Bliss=1.27, Synergy_Loewe=-8.19, Synergy_HSA=2.20. (3) Drug 1: C1=NC2=C(N1)C(=S)N=CN2. Drug 2: C1=NNC2=C1C(=O)NC=N2. Cell line: HOP-62. Synergy scores: CSS=34.3, Synergy_ZIP=-0.0909, Synergy_Bliss=1.03, Synergy_Loewe=-21.5, Synergy_HSA=-0.397. (4) Drug 1: C1=NC2=C(N1)C(=S)N=C(N2)N. Drug 2: CC12CCC3C(C1CCC2O)C(CC4=C3C=CC(=C4)O)CCCCCCCCCS(=O)CCCC(C(F)(F)F)(F)F. Cell line: NCI-H322M. Synergy scores: CSS=33.9, Synergy_ZIP=-4.37, Synergy_Bliss=2.50, Synergy_Loewe=1.20, Synergy_HSA=2.53. (5) Drug 1: CCC(=C(C1=CC=CC=C1)C2=CC=C(C=C2)OCCN(C)C)C3=CC=CC=C3.C(C(=O)O)C(CC(=O)O)(C(=O)O)O. Drug 2: C1=NC2=C(N1)C(=S)N=CN2. Cell line: UO-31. Synergy scores: CSS=12.4, Synergy_ZIP=3.09, Synergy_Bliss=6.12, Synergy_Loewe=-25.2, Synergy_HSA=-1.39. (6) Drug 1: CC1C(C(CC(O1)OC2CC(OC(C2O)C)OC3=CC4=CC5=C(C(=O)C(C(C5)C(C(=O)C(C(C)O)O)OC)OC6CC(C(C(O6)C)O)OC7CC(C(C(O7)C)O)OC8CC(C(C(O8)C)O)(C)O)C(=C4C(=C3C)O)O)O)O. Drug 2: C(CC(=O)O)C(=O)CN.Cl. Cell line: MDA-MB-231. Synergy scores: CSS=10.8, Synergy_ZIP=-0.953, Synergy_Bliss=-1.20, Synergy_Loewe=0.212, Synergy_HSA=0.512. (7) Drug 1: C1CCC(CC1)NC(=O)N(CCCl)N=O. Drug 2: CC12CCC3C(C1CCC2OP(=O)(O)O)CCC4=C3C=CC(=C4)OC(=O)N(CCCl)CCCl.[Na+]. Cell line: A498. Synergy scores: CSS=3.04, Synergy_ZIP=-3.71, Synergy_Bliss=-6.82, Synergy_Loewe=-8.67, Synergy_HSA=-8.28. (8) Drug 1: CCC1(CC2CC(C3=C(CCN(C2)C1)C4=CC=CC=C4N3)(C5=C(C=C6C(=C5)C78CCN9C7C(C=CC9)(C(C(C8N6C=O)(C(=O)OC)O)OC(=O)C)CC)OC)C(=O)OC)O.OS(=O)(=O)O. Drug 2: CNC(=O)C1=NC=CC(=C1)OC2=CC=C(C=C2)NC(=O)NC3=CC(=C(C=C3)Cl)C(F)(F)F. Cell line: MDA-MB-231. Synergy scores: CSS=2.34, Synergy_ZIP=2.23, Synergy_Bliss=4.76, Synergy_Loewe=2.34, Synergy_HSA=0.594.